This data is from Forward reaction prediction with 1.9M reactions from USPTO patents (1976-2016). The task is: Predict the product of the given reaction. (1) Given the reactants F[C:2]1[CH:3]=[N:4][CH:5]=[CH:6][CH:7]=1.[OH:8][C:9]1[CH:10]=[C:11]([CH:14]=[CH:15][CH:16]=1)[CH2:12][OH:13].C(=O)([O-])[O-].[Cs+].[Cs+], predict the reaction product. The product is: [N:4]1[CH:5]=[CH:6][CH:7]=[C:2]([O:8][C:9]2[CH:10]=[C:11]([CH2:12][OH:13])[CH:14]=[CH:15][CH:16]=2)[CH:3]=1. (2) The product is: [NH2:1][C:2]1[N:7]=[CH:6][N:5]=[C:4]([C:8]2[NH:12][C:11]([C:22]([OH:24])=[O:23])=[C:10]([C:27]3[CH:32]=[C:31]([Cl:33])[CH:30]=[CH:29][C:28]=3[CH3:34])[CH:9]=2)[CH:3]=1. Given the reactants [NH2:1][C:2]1[N:7]=[CH:6][N:5]=[C:4]([C:8]2[N:12](S(C3C=CC=CC=3)(=O)=O)[C:11]([C:22]([O:24]CC)=[O:23])=[C:10]([C:27]3[CH:32]=[C:31]([Cl:33])[CH:30]=[CH:29][C:28]=3[CH3:34])[CH:9]=2)[CH:3]=1.O[Li].O, predict the reaction product. (3) Given the reactants [C:1]1([C:7]2([C:19]3[CH:24]=[CH:23][CH:22]=[CH:21][CH:20]=3)[CH2:15][C:14]3[NH:13][N:12]=[C:11]([C:16]([OH:18])=O)[C:10]=3[CH:9]=[CH:8]2)[CH:6]=[CH:5][CH:4]=[CH:3][CH:2]=1.[CH:25]1([NH2:28])[CH2:27][CH2:26]1.Cl.C(N=C=NCCCN(C)C)C.OC1C2N=NNC=2C=CC=1, predict the reaction product. The product is: [CH:25]1([NH:28][C:16]([C:11]2[C:10]3[CH:9]=[CH:8][C:7]([C:1]4[CH:2]=[CH:3][CH:4]=[CH:5][CH:6]=4)([C:19]4[CH:20]=[CH:21][CH:22]=[CH:23][CH:24]=4)[CH2:15][C:14]=3[NH:13][N:12]=2)=[O:18])[CH2:27][CH2:26]1. (4) Given the reactants [SH:1][C:2]1[N:3]=[N:4][NH:5][CH:6]=1.[Cl-].[CH:8]([C:10]1[CH:15]=[CH:14][CH:13]=[CH:12][CH:11]=1)=[CH2:9].[CH2:16](O)C, predict the reaction product. The product is: [CH:8]([C:10]1[CH:15]=[CH:14][C:13]([CH2:16][S:1][C:2]2[NH:3][N:4]=[N:5][CH:6]=2)=[CH:12][CH:11]=1)=[CH2:9].